The task is: Regression. Given a peptide amino acid sequence and an MHC pseudo amino acid sequence, predict their binding affinity value. This is MHC class I binding data.. This data is from Peptide-MHC class I binding affinity with 185,985 pairs from IEDB/IMGT. (1) The peptide sequence is QPRAPIRPI. The MHC is H-2-Ld with pseudo-sequence H-2-Ld. The binding affinity (normalized) is 0. (2) The peptide sequence is FFRSELNMFF. The MHC is Mamu-B17 with pseudo-sequence Mamu-B17. The binding affinity (normalized) is 0.598. (3) The peptide sequence is PSPDLRQRL. The MHC is Mamu-A01 with pseudo-sequence Mamu-A01. The binding affinity (normalized) is 0.434. (4) The peptide sequence is LLLKERGLH. The MHC is HLA-A03:01 with pseudo-sequence HLA-A03:01. The binding affinity (normalized) is 0.0847. (5) The binding affinity (normalized) is 0.605. The peptide sequence is ADDIVEKL. The MHC is Mamu-B01 with pseudo-sequence Mamu-B01. (6) The peptide sequence is GNPVFLAL. The MHC is HLA-A02:01 with pseudo-sequence HLA-A02:01. The binding affinity (normalized) is 0.185. (7) The peptide sequence is KVGVYKMHK. The MHC is HLA-A02:01 with pseudo-sequence HLA-A02:01. The binding affinity (normalized) is 0.0847.